From a dataset of Forward reaction prediction with 1.9M reactions from USPTO patents (1976-2016). Predict the product of the given reaction. (1) Given the reactants [H-].[Na+].[CH3:3][CH:4]([OH:6])[CH3:5].[Cl:7][C:8]1[N:9]=[C:10](Cl)[C:11]2[C:16]([I:17])=[CH:15][N:14]([CH2:18][O:19][CH2:20][CH2:21][Si:22]([CH3:25])([CH3:24])[CH3:23])[C:12]=2[N:13]=1, predict the reaction product. The product is: [Cl:7][C:8]1[N:9]=[C:10]([O:6][CH:4]([CH3:5])[CH3:3])[C:11]2[C:16]([I:17])=[CH:15][N:14]([CH2:18][O:19][CH2:20][CH2:21][Si:22]([CH3:25])([CH3:24])[CH3:23])[C:12]=2[N:13]=1. (2) Given the reactants C([O:3][C:4](=[O:27])[CH2:5][N:6]1[C:14]2[CH:13]=[CH:12][CH:11]=[CH:10][C:9]=2[C:8]2[CH2:15][CH2:16][N:17]([C:20]([O:22][C:23]([CH3:26])([CH3:25])[CH3:24])=[O:21])[CH2:18][CH2:19][C:7]1=2)C.[OH-].[Na+], predict the reaction product. The product is: [C:23]([O:22][C:20]([N:17]1[CH2:16][CH2:15][C:8]2[C:9]3[CH:10]=[CH:11][CH:12]=[CH:13][C:14]=3[N:6]([CH2:5][C:4]([OH:27])=[O:3])[C:7]=2[CH2:19][CH2:18]1)=[O:21])([CH3:26])([CH3:24])[CH3:25].